This data is from Reaction yield outcomes from USPTO patents with 853,638 reactions. The task is: Predict the reaction yield, written as a fraction of the theoretical maximum amount of product (1.0 means a 100% yield; for example, 0.34 means a 34% yield). (1) The reactants are Cl[C:2]1[N:10]2[CH:11]([C:14]3[CH:19]=[CH:18][CH:17]=[CH:16][N:15]=3)[CH2:12][O:13][C:8]3=[C:9]2[C:4](=[CH:5][CH:6]=[C:7]3[C:20]2[C:21]([CH3:26])=[N:22][O:23][C:24]=2[CH3:25])[N:3]=1.[Cl-].[CH3:28][Zn+]. The catalyst is C1COCC1.C1C=CC([P]([Pd]([P](C2C=CC=CC=2)(C2C=CC=CC=2)C2C=CC=CC=2)([P](C2C=CC=CC=2)(C2C=CC=CC=2)C2C=CC=CC=2)[P](C2C=CC=CC=2)(C2C=CC=CC=2)C2C=CC=CC=2)(C2C=CC=CC=2)C2C=CC=CC=2)=CC=1. The product is [CH3:26][C:21]1[C:20]([C:7]2[C:8]3[O:13][CH2:12][CH:11]([C:14]4[CH:19]=[CH:18][CH:17]=[CH:16][N:15]=4)[N:10]4[C:2]([CH3:28])=[N:3][C:4]([C:9]=34)=[CH:5][CH:6]=2)=[C:24]([CH3:25])[O:23][N:22]=1. The yield is 0.490. (2) The reactants are [F:1][C:2]1[CH:7]=[C:6]([F:8])[CH:5]=[CH:4][C:3]=1[C:9]1[C:17]2[C:12](=[CH:13][C:14]([O:18][CH2:19][CH2:20][N:21]3[CH2:26][CH2:25][N:24]([S:27]([CH3:30])(=[O:29])=[O:28])[CH2:23][CH2:22]3)=[CH:15][CH:16]=2)[C:11](=[O:31])[C:10]=1C1C=CC(C)=CC=1.O1CCN(CCOC2C=C3C(C(C4C=CC=CC=4)=C(Br)C3=O)=CC=2)CC1.[CH3:65][O:66][C:67]1[N:72]=[CH:71][C:70](B(O)O)=[CH:69][CH:68]=1. No catalyst specified. The product is [F:1][C:2]1[CH:7]=[C:6]([F:8])[CH:5]=[CH:4][C:3]=1[C:9]1[C:17]2[C:12](=[CH:13][C:14]([O:18][CH2:19][CH2:20][N:21]3[CH2:26][CH2:25][N:24]([S:27]([CH3:30])(=[O:28])=[O:29])[CH2:23][CH2:22]3)=[CH:15][CH:16]=2)[C:11](=[O:31])[C:10]=1[C:70]1[CH:71]=[N:72][C:67]([O:66][CH3:65])=[CH:68][CH:69]=1. The yield is 0.680. (3) The reactants are [Br:1][C:2]1[CH:3]=[CH:4][C:5]2[CH:11]3[CH2:12][CH:9]([CH2:10]3)[N:8]3[C:13]([C:19](O)=[O:20])=[C:14]([C:16](=[O:18])[NH2:17])[N:15]=[C:7]3[C:6]=2[CH:22]=1.[CH:23]([NH2:26])([CH3:25])[CH3:24]. No catalyst specified. The product is [Br:1][C:2]1[CH:3]=[CH:4][C:5]2[CH:11]3[CH2:12][CH:9]([CH2:10]3)[N:8]3[C:13]([C:19]([NH:26][CH:23]([CH3:25])[CH3:24])=[O:20])=[C:14]([C:16]([NH2:17])=[O:18])[N:15]=[C:7]3[C:6]=2[CH:22]=1. The yield is 0.990. (4) The catalyst is S(Cl)(Cl)=O.CO. The reactants are Cl[S:2]([OH:5])(=O)=[O:3].[NH:6]([C:13]1[N:18]=[C:17]([C:19]2[N:23]([CH3:24])[C:22]([CH:25]([CH3:27])[CH3:26])=[N:21][CH:20]=2)[CH:16]=[CH:15][N:14]=1)[C:7]1[CH:12]=[CH:11][CH:10]=[CH:9][CH:8]=1.[CH:28]1([NH2:31])[CH2:30][CH2:29]1. The yield is 0.920. The product is [CH3:24][N:23]1[C:19]([C:17]2[CH:16]=[CH:15][N:14]=[C:13]([NH:6][C:7]3[CH:12]=[CH:11][C:10]([S:2](=[O:5])(=[O:3])[NH:31][CH:28]4[CH2:30][CH2:29]4)=[CH:9][CH:8]=3)[N:18]=2)=[CH:20][N:21]=[C:22]1[CH:25]([CH3:27])[CH3:26]. (5) The reactants are [CH:1]1([N:7]2[C:12](=[O:13])[C:11]([C:14]([NH:16][CH2:17][C:18]([OH:20])=[O:19])=[O:15])=[C:10]([OH:21])[N:9]([CH:22]3[CH2:27][CH2:26][CH2:25][NH:24][CH2:23]3)[C:8]2=[O:28])[CH2:6][CH2:5][CH2:4][CH2:3][CH2:2]1.[C:29](O)(=[O:31])[CH3:30]. The catalyst is C(OC(=O)C)(=O)C.C(OCC)(=O)C. The product is [C:29]([N:24]1[CH2:25][CH2:26][CH2:27][CH:22]([N:9]2[C:10]([OH:21])=[C:11]([C:14]([NH:16][CH2:17][C:18]([OH:20])=[O:19])=[O:15])[C:12](=[O:13])[N:7]([CH:1]3[CH2:6][CH2:5][CH2:4][CH2:3][CH2:2]3)[C:8]2=[O:28])[CH2:23]1)(=[O:31])[CH3:30]. The yield is 0.310.